The task is: Predict the reactants needed to synthesize the given product.. This data is from Full USPTO retrosynthesis dataset with 1.9M reactions from patents (1976-2016). (1) Given the product [N:29]1([C:25]2[CH:24]=[C:23]([NH:22][C:20]([C:19]3[CH:35]=[C:36]([C:2]4[CH:7]=[CH:6][C:5]([C:8]5[N:12]=[C:11]([CH3:13])[O:10][N:9]=5)=[CH:4][C:3]=4[CH3:14])[C:16]([CH3:15])=[CH:17][CH:18]=3)=[O:21])[CH:28]=[CH:27][CH:26]=2)[CH2:30][CH2:31][O:32][CH2:33][CH2:34]1, predict the reactants needed to synthesize it. The reactants are: Br[C:2]1[CH:7]=[CH:6][C:5]([C:8]2[N:12]=[C:11]([CH3:13])[O:10][N:9]=2)=[CH:4][C:3]=1[CH3:14].[CH3:15][C:16]1[CH:36]=[CH:35][C:19]([C:20]([NH:22][C:23]2[CH:28]=[CH:27][CH:26]=[C:25]([N:29]3[CH2:34][CH2:33][O:32][CH2:31][CH2:30]3)[CH:24]=2)=[O:21])=[CH:18][C:17]=1B1OC(C)(C)C(C)(C)O1. (2) Given the product [CH3:16][C:17]1[CH:25]=[C:24]([CH:23]=[C:19]([CH3:20])[CH:18]=1)[CH:26]=[C:5]1[C:6]2[CH:14]=[CH:13][CH:12]=[CH:11][C:7]=2[CH2:8][CH2:9][C:10]2[S:1][CH:2]=[CH:3][C:4]1=2, predict the reactants needed to synthesize it. The reactants are: [S:1]1[C:10]2[CH2:9][CH2:8][C:7]3[CH:11]=[CH:12][CH:13]=[CH:14][C:6]=3[C:5](=O)[C:4]=2[CH:3]=[CH:2]1.[CH3:16][C:17]1[CH:18]=[C:19]([CH:23]=[C:24]([CH3:26])[CH:25]=1)[CH2:20][Mg]Br. (3) Given the product [Si:1]([O:18][CH2:19][CH:20]1[CH2:26][CH:25]2[CH:23]([CH2:24]2)[CH2:22][NH:21]1)([C:14]([CH3:17])([CH3:15])[CH3:16])([C:8]1[CH:13]=[CH:12][CH:11]=[CH:10][CH:9]=1)[C:2]1[CH:7]=[CH:6][CH:5]=[CH:4][CH:3]=1, predict the reactants needed to synthesize it. The reactants are: [Si:1]([O:18][CH2:19][CH:20]1[CH2:26][CH:25]2[CH:23]([CH2:24]2)[CH2:22][N:21]1S(C1C=CC(C)=CC=1)(=O)=O)([C:14]([CH3:17])([CH3:16])[CH3:15])([C:8]1[CH:13]=[CH:12][CH:11]=[CH:10][CH:9]=1)[C:2]1[CH:7]=[CH:6][CH:5]=[CH:4][CH:3]=1.[Mg].[NH4+].[Cl-].C(Cl)Cl. (4) Given the product [NH2:52][C@H:47]([C:46]([N:28]1[CH2:27][CH2:26][CH:25]([CH2:24][CH2:23][N:14]2[C:13]([S:12][C:3]3[C:2]([Br:1])=[CH:11][C:6]4[O:7][CH2:8][CH2:9][O:10][C:5]=4[CH:4]=3)=[N:21][C:20]3[C:15]2=[N:16][CH:17]=[N:18][C:19]=3[NH2:22])[CH2:30][CH2:29]1)=[O:45])[CH2:48][C:49]([NH2:51])=[O:50], predict the reactants needed to synthesize it. The reactants are: [Br:1][C:2]1[C:3]([S:12][C:13]2[N:14]([CH2:23][CH2:24][CH:25]3[CH2:30][CH2:29][NH:28][CH2:27][CH2:26]3)[C:15]3[C:20]([N:21]=2)=[C:19]([NH2:22])[N:18]=[CH:17][N:16]=3)=[CH:4][C:5]2[O:10][CH2:9][CH2:8][O:7][C:6]=2[CH:11]=1.CCN(CC)CC.O=C1CCC(=O)N1[O:45][C:46](=O)[C@@H:47]([NH:52]C(OC(C)(C)C)=O)[CH2:48][C:49]([NH2:51])=[O:50]. (5) Given the product [CH3:45][N:38]([C:39]1[CH:44]=[CH:43][CH:42]=[CH:41][CH:40]=1)[C:36]1[N:37]=[C:32]([NH2:31])[N:33]=[C:34]([C:46]2[N:47]=[C:14]([C:11]3[CH:12]=[N:13][C:8]([O:7][CH2:6][CH2:5][O:4][CH2:3][C:2]([F:1])([F:18])[F:17])=[CH:9][CH:10]=3)[O:16][N:49]=2)[N:35]=1, predict the reactants needed to synthesize it. The reactants are: [F:1][C:2]([F:18])([F:17])[CH2:3][O:4][CH2:5][CH2:6][O:7][C:8]1[N:13]=[CH:12][C:11]([C:14]([OH:16])=O)=[CH:10][CH:9]=1.C(N1C=CN=C1)(N1C=CN=C1)=O.[NH2:31][C:32]1[N:37]=[C:36]([N:38]([CH3:45])[C:39]2[CH:44]=[CH:43][CH:42]=[CH:41][CH:40]=2)[N:35]=[C:34]([C:46](=[NH:49])[NH:47]O)[N:33]=1.NC1N=C(N(C)C2C=CC=C(C)C=2)N=C(C(NO)=N)N=1. (6) Given the product [C:1]([O:5][C:6]([N:8]1[CH2:9][CH2:10][CH:11]([N:14]2[CH:18]=[C:17]([C:19]3[C:23]4[CH:24]=[N:25][C:26]([NH2:40])=[C:27]([O:28][C@@H:29]([C:31]5[C:36]([Cl:37])=[CH:35][CH:34]=[C:33]([F:38])[C:32]=5[Cl:39])[CH3:30])[C:22]=4[O:21][C:20]=3[Br:41])[CH:16]=[N:15]2)[CH2:12][CH2:13]1)=[O:7])([CH3:2])([CH3:3])[CH3:4], predict the reactants needed to synthesize it. The reactants are: [C:1]([O:5][C:6]([N:8]1[CH2:13][CH2:12][CH:11]([N:14]2[CH:18]=[C:17]([C:19]3[C:23]4[CH:24]=[N:25][C:26]([NH2:40])=[C:27]([O:28][C@@H:29]([C:31]5[C:36]([Cl:37])=[CH:35][CH:34]=[C:33]([F:38])[C:32]=5[Cl:39])[CH3:30])[C:22]=4[O:21][CH:20]=3)[CH:16]=[N:15]2)[CH2:10][CH2:9]1)=[O:7])([CH3:4])([CH3:3])[CH3:2].[Br:41]Br. (7) Given the product [CH:25]1([NH:30][C:21]([C:19]2[CH:18]=[CH:17][N:16]3[CH:24]=[C:13]([C:3]4[C:4]([C:7]5[CH:12]=[CH:11][CH:10]=[CH:9][CH:8]=5)=[N:5][O:6][C:2]=4[CH3:1])[N:14]=[C:15]3[CH:20]=2)=[O:23])[CH2:29][CH2:28][CH2:27][CH2:26]1, predict the reactants needed to synthesize it. The reactants are: [CH3:1][C:2]1[O:6][N:5]=[C:4]([C:7]2[CH:12]=[CH:11][CH:10]=[CH:9][CH:8]=2)[C:3]=1[C:13]1[N:14]=[C:15]2[CH:20]=[C:19]([C:21]([OH:23])=O)[CH:18]=[CH:17][N:16]2[CH:24]=1.[CH:25]1([NH2:30])[CH2:29][CH2:28][CH2:27][CH2:26]1. (8) Given the product [CH:5]1[CH:4]=[CH:3][C:2]([CH:1]([S+:17]([O-:29])[CH2:16][C:21]([NH2:20])=[O:22])[C:8]2[CH:13]=[CH:12][CH:11]=[CH:10][CH:9]=2)=[CH:7][CH:6]=1, predict the reactants needed to synthesize it. The reactants are: [CH:1](O)([C:8]1[CH:13]=[CH:12][CH:11]=[CH:10][CH:9]=1)[C:2]1[CH:7]=[CH:6][CH:5]=[CH:4][CH:3]=1.N[C:16](N)=[S:17].Br.[NH2+:20]=[C:21](N)[OH:22].[OH-].[K+].ClCC(N)=[O:29].C(O)(=O)C.OO.